This data is from Catalyst prediction with 721,799 reactions and 888 catalyst types from USPTO. The task is: Predict which catalyst facilitates the given reaction. (1) Reactant: [Si]([O:8][C:9]1[C:10]([CH3:24])=[C:11]2[C:16](=[C:17]([CH3:20])[C:18]=1[CH3:19])[O:15][C:14]([CH3:22])([CH3:21])[C:13](=[O:23])[CH2:12]2)(C(C)(C)C)(C)C.[F-].C([N+](CCCC)(CCCC)CCCC)CCC. Product: [OH:8][C:9]1[C:10]([CH3:24])=[C:11]2[C:16](=[C:17]([CH3:20])[C:18]=1[CH3:19])[O:15][C:14]([CH3:21])([CH3:22])[C:13](=[O:23])[CH2:12]2. The catalyst class is: 7. (2) Reactant: [OH:1][C:2]1[CH:7]=[CH:6][C:5]([CH2:8][CH2:9][C:10]([O:12][CH2:13][CH3:14])=[O:11])=[C:4]([CH3:15])[C:3]=1[CH3:16].[F:17][C:18]1[CH:19]=[C:20]([CH2:31]O)[C:21]2[O:25][C:24]([C:26]([F:29])([F:28])[F:27])=[CH:23][C:22]=2[CH:30]=1.C1(P(C2C=CC=CC=2)C2C=CC=CC=2)C=CC=CC=1.N(C(OCC)=O)=NC(OCC)=O. Product: [F:17][C:18]1[CH:19]=[C:20]([CH2:31][O:1][C:2]2[CH:7]=[CH:6][C:5]([CH2:8][CH2:9][C:10]([O:12][CH2:13][CH3:14])=[O:11])=[C:4]([CH3:15])[C:3]=2[CH3:16])[C:21]2[O:25][C:24]([C:26]([F:29])([F:27])[F:28])=[CH:23][C:22]=2[CH:30]=1. The catalyst class is: 7. (3) Reactant: C(=O)([O-])[O-].[K+].[K+].[F:7][C:8]1[CH:9]=[CH:10][C:11]([N+:15]([O-:17])=[O:16])=[C:12]([OH:14])[CH:13]=1.[I-].[K+].Br[CH2:21][CH2:22][N:23]1[C:27](=[O:28])[C:26]2=[CH:29][CH:30]=[CH:31][CH:32]=[C:25]2[C:24]1=[O:33]. Product: [F:7][C:8]1[CH:9]=[CH:10][C:11]([N+:15]([O-:17])=[O:16])=[C:12]([CH:13]=1)[O:14][CH2:21][CH2:22][N:23]1[C:24](=[O:33])[C:25]2[C:26](=[CH:29][CH:30]=[CH:31][CH:32]=2)[C:27]1=[O:28]. The catalyst class is: 18. (4) Reactant: [CH3:1][Li].Cl[C:4]1[S:5][C:6]([CH:10]2[O:14][CH2:13][CH2:12][O:11]2)=[C:7]([Cl:9])[N:8]=1.IC. Product: [Cl:9][C:7]1[N:8]=[C:4]([CH3:1])[S:5][C:6]=1[CH:10]1[O:14][CH2:13][CH2:12][O:11]1. The catalyst class is: 7. (5) Reactant: [CH2:1]([N:8]1[CH2:14][CH:13]2[NH:15][CH:10]([CH2:11][CH2:12]2)[CH2:9]1)[C:2]1[CH:7]=[CH:6][CH:5]=[CH:4][CH:3]=1.C(N(CC)CC)C.[C:23]([O:27][C:28](O[C:28]([O:27][C:23]([CH3:26])([CH3:25])[CH3:24])=[O:29])=[O:29])([CH3:26])([CH3:25])[CH3:24]. Product: [C:23]([O:27][C:28]([N:15]1[CH:13]2[CH2:12][CH2:11][CH:10]1[CH2:9][N:8]([CH2:1][C:2]1[CH:3]=[CH:4][CH:5]=[CH:6][CH:7]=1)[CH2:14]2)=[O:29])([CH3:26])([CH3:25])[CH3:24]. The catalyst class is: 4. (6) Reactant: F[B-](F)(F)F.[C:6]1(=[O:20])[N:10](OC(N(C)C)=[N+](C)C)[C:9](=[O:19])[CH2:8][CH2:7]1.[C:21]([O:25][C:26]([NH:28][O:29][CH2:30][C:31]1[CH:32]=[C:33]([CH:37]=[CH:38][CH:39]=1)[C:34]([OH:36])=[O:35])=[O:27])([CH3:24])([CH3:23])[CH3:22].C(N(CC)CC)C. Product: [C:21]([O:25][C:26]([NH:28][O:29][CH2:30][C:31]1[CH:32]=[C:33]([CH:37]=[CH:38][CH:39]=1)[C:34]([O:36][N:10]1[C:6](=[O:20])[CH2:7][CH2:8][C:9]1=[O:19])=[O:35])=[O:27])([CH3:24])([CH3:22])[CH3:23]. The catalyst class is: 42. (7) Reactant: Cl.[CH3:2][O:3][C:4]1[CH:5]=[C:6]([C:10]2([C:22](Cl)=[O:23])[CH2:15][CH2:14][N:13]([C:16]3[N:21]=[CH:20][CH:19]=[CH:18][N:17]=3)[CH2:12][CH2:11]2)[CH:7]=[CH:8][CH:9]=1.[C:25]1([N:31]2[CH2:36][CH2:35][NH:34][CH2:33][CH2:32]2)[CH:30]=[CH:29][CH:28]=[CH:27][CH:26]=1.C(N(CC)CC)C.C(=O)([O-])O.[Na+]. Product: [CH3:2][O:3][C:4]1[CH:5]=[C:6]([C:10]2([C:22]([N:34]3[CH2:35][CH2:36][N:31]([C:25]4[CH:30]=[CH:29][CH:28]=[CH:27][CH:26]=4)[CH2:32][CH2:33]3)=[O:23])[CH2:15][CH2:14][N:13]([C:16]3[N:21]=[CH:20][CH:19]=[CH:18][N:17]=3)[CH2:12][CH2:11]2)[CH:7]=[CH:8][CH:9]=1. The catalyst class is: 4. (8) Reactant: [Cl:1][C:2]1[C:3]([C:9]([OH:11])=O)=[N:4][CH:5]=[C:6]([Cl:8])[CH:7]=1.C(Cl)(=O)C([Cl:15])=O.CN(C)C=O. Product: [Cl:1][C:2]1[C:3]([C:9]([Cl:15])=[O:11])=[N:4][CH:5]=[C:6]([Cl:8])[CH:7]=1. The catalyst class is: 4.